From a dataset of Forward reaction prediction with 1.9M reactions from USPTO patents (1976-2016). Predict the product of the given reaction. (1) Given the reactants [Cl:1][C:2]1[CH:7]=[CH:6][C:5]([C:8]([C:10]2[CH:11]=[C:12]3[C:17](=[CH:18][CH:19]=2)[N+:16]([O-])=[CH:15][CH:14]=[C:13]3[CH2:21][CH2:22][C:23]2[CH:28]=[CH:27][CH:26]=[C:25]([Cl:29])[CH:24]=2)=[O:9])=[CH:4][CH:3]=1.P(Cl)(Cl)([Cl:32])=O, predict the reaction product. The product is: [Cl:32][C:15]1[CH:14]=[C:13]([CH2:21][CH2:22][C:23]2[CH:28]=[CH:27][CH:26]=[C:25]([Cl:29])[CH:24]=2)[C:12]2[C:17](=[CH:18][CH:19]=[C:10]([C:8]([C:5]3[CH:6]=[CH:7][C:2]([Cl:1])=[CH:3][CH:4]=3)=[O:9])[CH:11]=2)[N:16]=1. (2) The product is: [Cl:36][C:33]1[CH:32]=[CH:31][C:30]([CH2:29][C:14]2[C:11]3[C:12](=[O:13])[N:7]([CH2:6][CH2:5][CH2:4][OH:3])[C:8](=[O:38])[N:9]([CH3:37])[C:10]=3[N:17]=[CH:16][C:15]=2[O:18][C:19]2[CH:20]=[N:21][C:22]([C:25]([F:27])([F:26])[F:28])=[CH:23][CH:24]=2)=[CH:35][CH:34]=1. Given the reactants C([O:3][CH2:4][CH2:5][CH2:6][N:7]1[C:12](=[O:13])[C:11]2[C:14]([CH2:29][C:30]3[CH:35]=[CH:34][C:33]([Cl:36])=[CH:32][CH:31]=3)=[C:15]([O:18][C:19]3[CH:20]=[N:21][C:22]([C:25]([F:28])([F:27])[F:26])=[CH:23][CH:24]=3)[CH:16]=[N:17][C:10]=2[N:9]([CH3:37])[C:8]1=[O:38])=O.O[Li].O, predict the reaction product. (3) Given the reactants [CH:1]1([CH:7]([C:9]2[C:10]([CH2:25][O:26][CH3:27])=[N:11][N:12]([C:14]3[CH:19]=[CH:18][C:17]([O:20][C:21]([F:24])([F:23])[F:22])=[CH:16][CH:15]=3)[CH:13]=2)O)[CH2:6][CH2:5][CH2:4][CH2:3][CH2:2]1.[NH2:28][C:29]1[CH:34]=[CH:33][C:32]([C:35]([NH:37][CH2:38][CH2:39][C:40]([O:42]CC)=[O:41])=[O:36])=[CH:31][CH:30]=1, predict the reaction product. The product is: [CH:1]1([CH:7]([NH:28][C:29]2[CH:30]=[CH:31][C:32]([C:35]([NH:37][CH2:38][CH2:39][C:40]([OH:42])=[O:41])=[O:36])=[CH:33][CH:34]=2)[C:9]2[C:10]([CH2:25][O:26][CH3:27])=[N:11][N:12]([C:14]3[CH:19]=[CH:18][C:17]([O:20][C:21]([F:24])([F:23])[F:22])=[CH:16][CH:15]=3)[CH:13]=2)[CH2:6][CH2:5][CH2:4][CH2:3][CH2:2]1. (4) The product is: [C:9]1([C@@H:15]([OH:5])[C@@H:16]([C:17]2[CH:18]=[CH:19][CH:20]=[CH:21][CH:22]=2)[OH:23])[CH:14]=[CH:13][CH:12]=[CH:11][CH:10]=1. Given the reactants C[N+]1([O-])CC[O:5]CC1.[C:9]1(/[CH:15]=[CH:16]/[C:17]2[CH:22]=[CH:21][CH:20]=[CH:19][CH:18]=2)[CH:14]=[CH:13][CH:12]=[CH:11][CH:10]=1.[OH2:23].CC(C)=O.C(#N)C, predict the reaction product. (5) Given the reactants Cl[C:2]1[C:7]([CH:8]=O)=[CH:6][CH:5]=[CH:4][N:3]=1.[NH2:10][NH2:11].O1CCOCC1, predict the reaction product. The product is: [NH:10]1[C:2]2=[N:3][CH:4]=[CH:5][CH:6]=[C:7]2[CH:8]=[N:11]1. (6) Given the reactants [CH:1]([C:3]1[CH:4]=[C:5]([C:14]([O:16][CH2:17][CH3:18])=[O:15])[C:6](=[O:13])[N:7]2[C:12]=1[CH:11]=[CH:10][CH:9]=[CH:8]2)=O.[N:19]1([C:25]2[CH:32]=[CH:31][C:28]([C:29]#[N:30])=[CH:27][CH:26]=2)[CH2:24][CH2:23][NH:22][CH2:21][CH2:20]1.C(O)(=O)C.ClC(Cl)C.C(O[BH-](OC(=O)C)OC(=O)C)(=O)C.[Na+], predict the reaction product. The product is: [C:29]([C:28]1[CH:27]=[CH:26][C:25]([N:19]2[CH2:24][CH2:23][N:22]([CH2:1][C:3]3[CH:4]=[C:5]([C:14]([O:16][CH2:17][CH3:18])=[O:15])[C:6](=[O:13])[N:7]4[C:12]=3[CH:11]=[CH:10][CH:9]=[CH:8]4)[CH2:21][CH2:20]2)=[CH:32][CH:31]=1)#[N:30]. (7) Given the reactants Br[C:2]1[CH:3]=[C:4]([Cl:11])[C:5]([CH:8]([F:10])[F:9])=[N:6][CH:7]=1.C(=O)([O-])[O-].[K+].[K+].CC1(C)OB([C:24]2[CH:25]=[N:26][C:27]([C:30]([F:33])([F:32])[F:31])=[N:28][CH:29]=2)OC1(C)C, predict the reaction product. The product is: [Cl:11][C:4]1[CH:3]=[C:2]([C:24]2[CH:25]=[N:26][C:27]([C:30]([F:33])([F:32])[F:31])=[N:28][CH:29]=2)[CH:7]=[N:6][C:5]=1[CH:8]([F:10])[F:9].